From a dataset of Forward reaction prediction with 1.9M reactions from USPTO patents (1976-2016). Predict the product of the given reaction. (1) Given the reactants [C:1]([O:9][C@H:10]1[CH2:15][CH2:14][CH2:13][C@@H:12]([O:16]CC2C=CC=CC=2)[C@@H:11]1[C:24]1[N:28]([CH3:29])[N:27]=[CH:26][CH:25]=1)(=[O:8])[C:2]1[CH:7]=[CH:6][CH:5]=[CH:4][CH:3]=1, predict the reaction product. The product is: [C:1]([O:9][C@H:10]1[CH2:15][CH2:14][CH2:13][C@@H:12]([OH:16])[C@@H:11]1[C:24]1[N:28]([CH3:29])[N:27]=[CH:26][CH:25]=1)(=[O:8])[C:2]1[CH:3]=[CH:4][CH:5]=[CH:6][CH:7]=1. (2) The product is: [Cl:7][C:8]1[CH:13]=[CH:12][C:11]([C:14]2([C:15]#[N:16])[CH2:20][CH2:19][CH2:18]2)=[CH:10][CH:9]=1. Given the reactants CS(C)=O.[H-].[Na+].[Cl:7][C:8]1[CH:13]=[CH:12][C:11]([CH2:14][C:15]#[N:16])=[CH:10][CH:9]=1.Br[CH2:18][CH2:19][CH2:20]Br, predict the reaction product. (3) Given the reactants [Cl:1][C:2]1[CH:3]=[C:4]([CH:25]=[CH:26][C:27]=1[Cl:28])[O:5][C:6]1[CH:11]=[CH:10][CH:9]=[CH:8][C:7]=1[NH:12][S:13]([C:16]1[CH:24]=[CH:23][C:19]([C:20]([OH:22])=O)=[CH:18][CH:17]=1)(=[O:15])=[O:14].[N:29]1[CH:34]=[CH:33][CH:32]=[C:31]([CH2:35][N:36]2[CH2:41][CH2:40][NH:39][CH2:38][CH2:37]2)[CH:30]=1, predict the reaction product. The product is: [Cl:1][C:2]1[CH:3]=[C:4]([CH:25]=[CH:26][C:27]=1[Cl:28])[O:5][C:6]1[CH:11]=[CH:10][CH:9]=[CH:8][C:7]=1[NH:12][S:13]([C:16]1[CH:17]=[CH:18][C:19]([C:20]([N:39]2[CH2:40][CH2:41][N:36]([CH2:35][C:31]3[CH:30]=[N:29][CH:34]=[CH:33][CH:32]=3)[CH2:37][CH2:38]2)=[O:22])=[CH:23][CH:24]=1)(=[O:15])=[O:14]. (4) Given the reactants [C:1]([O:5][C:6]([N:8]1[CH:13]2[CH2:14][C:15](=[O:17])[CH2:16][CH:9]1[CH2:10][O:11][CH2:12]2)=[O:7])([CH3:4])([CH3:3])[CH3:2].[Li+].C[Si]([N-][Si](C)(C)C)(C)C.N1([C:33](=[O:35])[CH3:34])C=CC=N1, predict the reaction product. The product is: [C:1]([O:5][C:6]([N:8]1[CH:13]2[CH:14]([C:33](=[O:35])[CH3:34])[C:15](=[O:17])[CH2:16][CH:9]1[CH2:10][O:11][CH2:12]2)=[O:7])([CH3:4])([CH3:2])[CH3:3]. (5) Given the reactants [Cl:1][C:2]1[N:3]=[CH:4][C:5]2[N:10]=[C:9]([C:11]3[CH:16]=[C:15]([CH3:17])[C:14]([O:18]C)=[C:13]([CH3:20])[CH:12]=3)[O:8][C:6]=2[N:7]=1.B(Br)(Br)Br.C(=O)(O)[O-].[Na+], predict the reaction product. The product is: [Cl:1][C:2]1[N:3]=[CH:4][C:5]2[N:10]=[C:9]([C:11]3[CH:12]=[C:13]([CH3:20])[C:14]([OH:18])=[C:15]([CH3:17])[CH:16]=3)[O:8][C:6]=2[N:7]=1. (6) Given the reactants [CH3:1][N:2]1[CH2:7][CH2:6][N:5]([C:8]2[C:13]([CH:14]=O)=[CH:12][CH:11]=[CH:10][N:9]=2)[CH2:4][CH2:3]1.[O:16]1[CH2:21][CH2:20][CH:19]([C:22]2[CH:27]=[CH:26][C:25]([N:28]3[CH2:33][CH2:32][O:31][CH2:30][C:29]3=[O:34])=[CH:24][CH:23]=2)[CH2:18][CH2:17]1.[H-].[Na+], predict the reaction product. The product is: [CH3:1][N:2]1[CH2:3][CH2:4][N:5]([C:8]2[C:13]([CH:14]=[C:30]3[O:31][CH2:32][CH2:33][N:28]([C:25]4[CH:24]=[CH:23][C:22]([CH:19]5[CH2:18][CH2:17][O:16][CH2:21][CH2:20]5)=[CH:27][CH:26]=4)[C:29]3=[O:34])=[CH:12][CH:11]=[CH:10][N:9]=2)[CH2:6][CH2:7]1.